Dataset: Forward reaction prediction with 1.9M reactions from USPTO patents (1976-2016). Task: Predict the product of the given reaction. (1) Given the reactants [N:1]([CH:4]1[CH2:13][CH2:12][CH2:11][C:10]2[N:9]=[CH:8][CH:7]=[N:6][C:5]1=2)=[N+]=[N-], predict the reaction product. The product is: [N:9]1[C:10]2[CH2:11][CH2:12][CH2:13][CH:4]([NH2:1])[C:5]=2[N:6]=[CH:7][CH:8]=1. (2) Given the reactants C([O:3][C:4](=[O:20])[CH2:5][N:6]([C:15]([O:17][CH2:18][CH3:19])=[O:16])[CH2:7][CH2:8][C:9]1[O:10][C:11]([CH3:14])=[CH:12][CH:13]=1)C.[OH-].[K+], predict the reaction product. The product is: [CH2:18]([O:17][C:15]([N:6]([CH2:5][C:4]([OH:20])=[O:3])[CH2:7][CH2:8][C:9]1[O:10][C:11]([CH3:14])=[CH:12][CH:13]=1)=[O:16])[CH3:19]. (3) Given the reactants Br[C:2]1[C:11]([F:12])=[CH:10][C:5]([C:6]([O:8][CH3:9])=[O:7])=[C:4]([F:13])[CH:3]=1.C(=O)([O-])[O-].[Cs+].[Cs+].C(=[NH:33])(C1C=CC=CC=1)C1C=CC=CC=1, predict the reaction product. The product is: [NH2:33][C:2]1[C:11]([F:12])=[CH:10][C:5]([C:6]([O:8][CH3:9])=[O:7])=[C:4]([F:13])[CH:3]=1. (4) Given the reactants Br[C:2]1[CH:18]=[CH:17][C:5]([O:6][C:7]2[CH:14]=[CH:13][C:10]([C:11]#[N:12])=[C:9]([O:15][CH3:16])[N:8]=2)=[C:4]([F:19])[C:3]=1[CH:20]1[O:24][CH2:23][CH2:22][O:21]1.C([O-])(=O)C.[K+].[B:30]1([B:30]2[O:34][C:33]([CH3:36])([CH3:35])[C:32]([CH3:38])([CH3:37])[O:31]2)[O:34][C:33]([CH3:36])([CH3:35])[C:32]([CH3:38])([CH3:37])[O:31]1, predict the reaction product. The product is: [O:21]1[CH2:22][CH2:23][O:24][CH:20]1[C:3]1[C:4]([F:19])=[C:5]([CH:17]=[CH:18][C:2]=1[B:30]1[O:34][C:33]([CH3:36])([CH3:35])[C:32]([CH3:38])([CH3:37])[O:31]1)[O:6][C:7]1[CH:14]=[CH:13][C:10]([C:11]#[N:12])=[C:9]([O:15][CH3:16])[N:8]=1.